Task: Predict the reactants needed to synthesize the given product.. Dataset: Full USPTO retrosynthesis dataset with 1.9M reactions from patents (1976-2016) (1) Given the product [Br:11][C:2]1[C:7]([Cl:8])=[CH:6][C:5]([Cl:9])=[C:4]([CH3:10])[N:3]=1, predict the reactants needed to synthesize it. The reactants are: N[C:2]1[C:7]([Cl:8])=[CH:6][C:5]([Cl:9])=[C:4]([CH3:10])[N:3]=1.[BrH:11].BrBr.N([O-])=O.[Na+].[OH-].[Na+]. (2) Given the product [NH2:29][CH:26]1[CH2:27][CH2:28][N:24]([C:21]2[N:22]=[CH:23][C:18]([NH:17][C:5]3[C:4]4[C:9](=[CH:10][CH:11]=[C:2]([C:42]5[CH:41]=[C:40]([F:53])[C:39]([OH:54])=[C:38]([Cl:37])[CH:43]=5)[CH:3]=4)[N:8]=[CH:7][C:6]=3[C:12]([CH:14]3[CH2:16][CH2:15]3)=[O:13])=[CH:19][N:20]=2)[CH2:25]1, predict the reactants needed to synthesize it. The reactants are: Br[C:2]1[CH:3]=[C:4]2[C:9](=[CH:10][CH:11]=1)[N:8]=[CH:7][C:6]([C:12]([CH:14]1[CH2:16][CH2:15]1)=[O:13])=[C:5]2[NH:17][C:18]1[CH:19]=[N:20][C:21]([N:24]2[CH2:28][CH2:27][CH:26]([NH:29]C(=O)OC(C)(C)C)[CH2:25]2)=[N:22][CH:23]=1.[Cl:37][C:38]1[CH:43]=[C:42](B2OC(C)(C)C(C)(C)O2)[CH:41]=[C:40]([F:53])[C:39]=1[OH:54]. (3) The reactants are: [Si]([O:8][C@@H:9]([C:23]1[CH:24]=[C:25]2[C:30](=[CH:31][CH:32]=1)[NH:29][C:28](=[O:33])[CH2:27][CH2:26]2)[CH2:10][N:11]1[CH2:16][CH2:15][C@@H:14]([C:17]2[S:18][CH:19]=[CH:20][CH:21]=2)[C@H:13]([OH:22])[CH2:12]1)(C(C)(C)C)(C)C.CCCC[N+](CCCC)(CCCC)CCCC.[F-]. Given the product [OH:8][C@@H:9]([C:23]1[CH:24]=[C:25]2[C:30](=[CH:31][CH:32]=1)[NH:29][C:28](=[O:33])[CH2:27][CH2:26]2)[CH2:10][N:11]1[CH2:16][CH2:15][C@@H:14]([C:17]2[S:18][CH:19]=[CH:20][CH:21]=2)[C@H:13]([OH:22])[CH2:12]1, predict the reactants needed to synthesize it. (4) Given the product [Cl:17][C:18]1[CH:23]=[CH:22][C:21]([CH2:1][CH:2]=[CH:3][C:4]2[CH:9]=[CH:8][CH:7]=[CH:6][CH:5]=2)=[CH:20][CH:19]=1, predict the reactants needed to synthesize it. The reactants are: [CH2:1](OC1C=CC=CC=1)[CH:2]=[CH:3][C:4]1[CH:9]=[CH:8][CH:7]=[CH:6][CH:5]=1.[Cl:17][C:18]1[CH:23]=[CH:22][C:21](B(O)O)=[CH:20][CH:19]=1. (5) Given the product [Cl:1][C:2]1[CH:3]=[C:4]([C:12]2([C:30]([F:32])([F:31])[F:33])[O:16][N:15]=[C:14]([C:17]3[CH:25]=[CH:24][C:20]([C:21]([N:70]4[CH2:71][C:72](=[O:73])[NH:67][C:68](=[O:74])[CH2:69]4)=[O:22])=[C:19]([C:26]([F:28])([F:29])[F:27])[CH:18]=3)[CH2:13]2)[CH:5]=[C:6]([C:8]([F:11])([F:10])[F:9])[CH:7]=1, predict the reactants needed to synthesize it. The reactants are: [Cl:1][C:2]1[CH:3]=[C:4]([C:12]2([C:30]([F:33])([F:32])[F:31])[O:16][N:15]=[C:14]([C:17]3[CH:25]=[CH:24][C:20]([C:21](O)=[O:22])=[C:19]([C:26]([F:29])([F:28])[F:27])[CH:18]=3)[CH2:13]2)[CH:5]=[C:6]([C:8]([F:11])([F:10])[F:9])[CH:7]=1.CN(C(ON1N=NC2C=CC=NC1=2)=[N+](C)C)C.F[P-](F)(F)(F)(F)F.CCN(C(C)C)C(C)C.[NH:67]1[C:72](=[O:73])[CH2:71][NH:70][CH2:69][C:68]1=[O:74]. (6) Given the product [Cl:24][C:25]1[CH:32]=[CH:31][CH:30]=[C:29]([F:33])[C:26]=1[CH:27]([OH:28])[CH2:17][C:10]1[CH:9]=[C:8]([C:7]2[N:3]([CH2:1][CH3:2])[N:4]=[C:5]([C:18]3[CH:23]=[N:22][CH:21]=[CH:20][N:19]=3)[N:6]=2)[CH:13]=[CH:12][C:11]=1[N+:14]([O-:16])=[O:15], predict the reactants needed to synthesize it. The reactants are: [CH2:1]([N:3]1[C:7]([C:8]2[CH:13]=[CH:12][C:11]([N+:14]([O-:16])=[O:15])=[C:10]([CH3:17])[CH:9]=2)=[N:6][C:5]([C:18]2[CH:23]=[N:22][CH:21]=[CH:20][N:19]=2)=[N:4]1)[CH3:2].[Cl:24][C:25]1[CH:32]=[CH:31][CH:30]=[C:29]([F:33])[C:26]=1[CH:27]=[O:28].C1CCN2C(=NCCC2)CC1. (7) Given the product [F:57][C:54]1[CH:55]=[CH:56][C:51]([CH:8]([C:5]2[CH:4]=[CH:3][C:2]([F:1])=[CH:7][CH:6]=2)[C@@H:9]([NH:46][C:47](=[O:48])[O:49][CH3:50])[C:10]([NH:12][CH:13]2[CH2:17][CH:16]([OH:18])[CH2:15][CH:14]2[CH2:19][CH2:20][C@H:21]2[CH2:22][NH:23][CH2:24][CH2:25][N:26]2[S:27]([C:30]2[CH:35]=[CH:34][CH:33]=[CH:32][CH:31]=2)(=[O:28])=[O:29])=[O:11])=[CH:52][CH:53]=1, predict the reactants needed to synthesize it. The reactants are: [F:1][C:2]1[CH:7]=[CH:6][C:5]([CH:8]([C:51]2[CH:56]=[CH:55][C:54]([F:57])=[CH:53][CH:52]=2)[C@@H:9]([NH:46][C:47]([O:49][CH3:50])=[O:48])[C:10]([NH:12][CH:13]2[CH2:17][CH:16]([OH:18])[CH2:15][CH:14]2[CH2:19][CH2:20][C@@H:21]2[N:26]([S:27]([C:30]3[CH:35]=[CH:34][CH:33]=[CH:32][CH:31]=3)(=[O:29])=[O:28])[CH2:25][CH2:24][N:23](C(OCC3C=CC=CC=3)=O)[CH2:22]2)=[O:11])=[CH:4][CH:3]=1. (8) Given the product [Si:31]([O:30][C@H:29]1[CH2:28][O:27][CH2:26][C@H:25]1[O:24][C:3]1[C:2]([F:1])=[CH:20][C:19]([N+:21]([O-:23])=[O:22])=[CH:18][C:4]=1[CH2:5][N:6]([CH3:17])[C:7](=[O:16])[O:8][CH2:9][C:10]1[CH:15]=[CH:14][CH:13]=[CH:12][CH:11]=1)([C:34]([CH3:37])([CH3:36])[CH3:35])([CH3:33])[CH3:32], predict the reactants needed to synthesize it. The reactants are: [F:1][C:2]1[C:3]([O:24][C@H:25]2[C@@H:29]([OH:30])[CH2:28][O:27][CH2:26]2)=[C:4]([CH:18]=[C:19]([N+:21]([O-:23])=[O:22])[CH:20]=1)[CH2:5][N:6]([CH3:17])[C:7](=[O:16])[O:8][CH2:9][C:10]1[CH:15]=[CH:14][CH:13]=[CH:12][CH:11]=1.[Si:31](Cl)([C:34]([CH3:37])([CH3:36])[CH3:35])([CH3:33])[CH3:32].N1C=CN=C1.